The task is: Predict the product of the given reaction.. This data is from Forward reaction prediction with 1.9M reactions from USPTO patents (1976-2016). Given the reactants C[O:2][C:3]1[CH:8]=[CH:7][C:6]([N:9]2[C:13]3[CH:14]=[CH:15][CH:16]=[CH:17][C:12]=3[N:11]=[C:10]2[C:18]2[NH:19][CH:20]=[CH:21][CH:22]=2)=[CH:5][CH:4]=1.B(Br)(Br)Br, predict the reaction product. The product is: [NH:19]1[CH:20]=[CH:21][CH:22]=[C:18]1[C:10]1[N:9]([C:6]2[CH:5]=[CH:4][C:3]([OH:2])=[CH:8][CH:7]=2)[C:13]2[CH:14]=[CH:15][CH:16]=[CH:17][C:12]=2[N:11]=1.